Dataset: Forward reaction prediction with 1.9M reactions from USPTO patents (1976-2016). Task: Predict the product of the given reaction. Given the reactants [F:1][C:2]1[CH:8]=[C:7]([F:9])[CH:6]=[CH:5][C:3]=1[NH2:4].[N+:10]([O-:13])([OH:12])=[O:11].[N:14]#[C:15][NH2:16], predict the reaction product. The product is: [N+:10]([O-:13])([OH:12])=[O:11].[F:1][C:2]1[CH:8]=[C:7]([F:9])[CH:6]=[CH:5][C:3]=1[NH:4][C:15]([NH2:16])=[NH:14].